This data is from Forward reaction prediction with 1.9M reactions from USPTO patents (1976-2016). The task is: Predict the product of the given reaction. (1) Given the reactants [CH2:1]([C:4]([P:10]([O-:13])([OH:12])=[O:11])([P:6]([O-:9])([OH:8])=[O:7])[OH:5])[CH2:2][NH2:3].[Na+:14].[Na+].C(C(P(O)(O)=O)(P(O)(O)=O)[OH:20])CN.[OH-].[Na+], predict the reaction product. The product is: [CH2:1]([C:4]([P:10]([O-:13])([OH:12])=[O:11])([P:6]([O-:8])([OH:9])=[O:7])[OH:5])[CH2:2][NH2:3].[OH2:20].[Na+:14].[Na+:14]. (2) Given the reactants [CH3:1][O:2][C:3]1[C:8]([C:9]2[CH2:14][CH2:13][C:12](=O)[CH2:11][CH:10]=2)=[CH:7][CH:6]=[CH:5][N:4]=1.[NH:16]1[CH2:19][CH:18]([NH:20][C:21]([CH2:23][NH:24][C:25](=[O:36])[C:26]2[CH:31]=[CH:30][CH:29]=[C:28]([C:32]([F:35])([F:34])[F:33])[CH:27]=2)=[O:22])[CH2:17]1, predict the reaction product. The product is: [CH3:1][O:2][C:3]1[C:8]([C:9]2[CH2:14][CH2:13][CH:12]([N:16]3[CH2:19][CH:18]([NH:20][C:21]([CH2:23][NH:24][C:25](=[O:36])[C:26]4[CH:31]=[CH:30][CH:29]=[C:28]([C:32]([F:35])([F:33])[F:34])[CH:27]=4)=[O:22])[CH2:17]3)[CH2:11][CH:10]=2)=[CH:7][CH:6]=[CH:5][N:4]=1. (3) Given the reactants [O:1]=[C:2]1[CH:11]([CH2:12][C:13]([OH:15])=[O:14])[CH2:10][C:9]2[C:4](=[CH:5][CH:6]=[CH:7][CH:8]=2)[NH:3]1.[CH3:16]CN=C=NCCCN(C)C.Cl.CCN(C(C)C)C(C)C.C(Cl)Cl, predict the reaction product. The product is: [CH3:16][O:14][C:13](=[O:15])[CH2:12][CH:11]1[CH2:10][C:9]2[C:4](=[CH:5][CH:6]=[CH:7][CH:8]=2)[NH:3][C:2]1=[O:1]. (4) Given the reactants [H-].[Al+3].[Li+].[H-].[H-].[H-].[Cl-].[Al+3].[Cl-].[Cl-].[Br:11][C:12]1[CH:13]=[C:14]([CH:18]([C:20]2[CH:25]=[CH:24][CH:23]=[CH:22][CH:21]=2)O)[CH:15]=[CH:16][CH:17]=1.Cl, predict the reaction product. The product is: [CH2:18]([C:14]1[CH:15]=[CH:16][CH:17]=[C:12]([Br:11])[CH:13]=1)[C:20]1[CH:21]=[CH:22][CH:23]=[CH:24][CH:25]=1. (5) Given the reactants CCCC[N+](CCCC)(CCCC)CCCC.[F-].C([SiH2][O:24][C:25](C)(C)[C:26]1[CH:27]=[C:28]([CH2:33][CH2:34][NH:35][C:36](=[O:38])[CH3:37])[CH:29]=[CH:30][C:31]=1[Cl:32])(C)(C)C.[NH4+].[Cl-], predict the reaction product. The product is: [Cl:32][C:31]1[CH:30]=[CH:29][C:28]([CH2:33][CH2:34][NH:35][C:36](=[O:38])[CH3:37])=[CH:27][C:26]=1[CH2:25][OH:24]. (6) Given the reactants [S:1]1[C:5]2[CH:6]=[CH:7][CH:8]=[CH:9][C:4]=2[N:3]=[CH:2]1.C([Li])CCC.[NH2:15][C:16]1[N:21]=[CH:20][N:19]=[C:18]2[N:22]([CH:33]3[CH2:37][CH2:36][CH2:35][CH2:34]3)[N:23]=[C:24]([C:25]3[CH:32]=[CH:31][C:28]([CH:29]=[O:30])=[CH:27][CH:26]=3)[C:17]=12, predict the reaction product. The product is: [NH2:15][C:16]1[N:21]=[CH:20][N:19]=[C:18]2[N:22]([CH:33]3[CH2:34][CH2:35][CH2:36][CH2:37]3)[N:23]=[C:24]([C:25]3[CH:26]=[CH:27][C:28]([CH:29]([C:2]4[S:1][C:5]5[CH:6]=[CH:7][CH:8]=[CH:9][C:4]=5[N:3]=4)[OH:30])=[CH:31][CH:32]=3)[C:17]=12. (7) Given the reactants [Cl:1][C:2]1[C:3]([F:39])=[C:4]([CH:36]=[CH:37][CH:38]=1)[NH:5][C:6]1[C:15]2[C:10](=[CH:11][C:12]([O:34][CH3:35])=[C:13]([O:16][C@@H:17]3[CH2:21][N:20]([C:22](OC(C)(C)C)=O)[C@H:19]([C:29](=[O:33])[N:30]([CH3:32])[CH3:31])[CH2:18]3)[CH:14]=2)[N:9]=[CH:8][N:7]=1.C=O, predict the reaction product. The product is: [Cl:1][C:2]1[C:3]([F:39])=[C:4]([CH:36]=[CH:37][CH:38]=1)[NH:5][C:6]1[C:15]2[C:10](=[CH:11][C:12]([O:34][CH3:35])=[C:13]([O:16][C@@H:17]3[CH2:21][N:20]([CH3:22])[C@H:19]([C:29](=[O:33])[N:30]([CH3:31])[CH3:32])[CH2:18]3)[CH:14]=2)[N:9]=[CH:8][N:7]=1. (8) Given the reactants [CH:1]1[CH2:6][CH:5]=[CH:4][CH2:3][CH:2]=1.[CH3:7][Si:8]([CH3:16])([C:10]1[CH:15]=[CH:14][CH:13]=[CH:12][CH:11]=1)Cl, predict the reaction product. The product is: [CH:1]1([Si:8]([CH3:16])([CH3:7])[C:10]2[CH:15]=[CH:14][CH:13]=[CH:12][CH:11]=2)[CH:6]=[CH:5][CH2:4][CH:3]=[CH:2]1. (9) Given the reactants C([O:3][C:4](=[O:18])[CH2:5][N:6]1[C:10]2[CH:11]=[C:12]([O:15][CH3:16])[CH:13]=[CH:14][C:9]=2[O:8][C:7]1=[O:17])C.[Li+].[OH-].CC#N.O.FC(F)(F)C(O)=O, predict the reaction product. The product is: [CH3:16][O:15][C:12]1[CH:13]=[CH:14][C:9]2[O:8][C:7](=[O:17])[N:6]([CH2:5][C:4]([OH:18])=[O:3])[C:10]=2[CH:11]=1. (10) Given the reactants Cl[C:2]1[CH:7]=[CH:6][NH:5][C:4](=[O:8])[C:3]=1[N+:9]([O-:11])=[O:10].[C:12]([O:16][C:17](=[O:24])[NH:18][C@@H:19]([CH2:22][SH:23])[CH2:20][OH:21])([CH3:15])([CH3:14])[CH3:13], predict the reaction product. The product is: [C:12]([O:16][C:17](=[O:24])[NH:18][C@@H:19]([CH2:22][S:23][C:2]1[CH:7]=[CH:6][NH:5][C:4](=[O:8])[C:3]=1[N+:9]([O-:11])=[O:10])[CH2:20][OH:21])([CH3:15])([CH3:13])[CH3:14].